Dataset: Reaction yield outcomes from USPTO patents with 853,638 reactions. Task: Predict the reaction yield, written as a fraction of the theoretical maximum amount of product (1.0 means a 100% yield; for example, 0.34 means a 34% yield). The reactants are C[O:2][C:3](=[O:20])[C@@H:4]([N:12]1[CH2:16][C:15]([O:17][CH3:18])=[CH:14][C:13]1=[O:19])[CH2:5][CH:6]1[CH2:11][CH2:10][CH2:9][CH2:8][CH2:7]1.O.[OH-].[Li+].Cl. The catalyst is O1CCCC1.O. The product is [CH:6]1([CH2:5][C@H:4]([N:12]2[CH2:16][C:15]([O:17][CH3:18])=[CH:14][C:13]2=[O:19])[C:3]([OH:20])=[O:2])[CH2:11][CH2:10][CH2:9][CH2:8][CH2:7]1. The yield is 0.950.